This data is from NCI-60 drug combinations with 297,098 pairs across 59 cell lines. The task is: Regression. Given two drug SMILES strings and cell line genomic features, predict the synergy score measuring deviation from expected non-interaction effect. (1) Drug 1: CN(C)C1=NC(=NC(=N1)N(C)C)N(C)C. Drug 2: C1CNP(=O)(OC1)N(CCCl)CCCl. Cell line: HCC-2998. Synergy scores: CSS=4.05, Synergy_ZIP=1.59, Synergy_Bliss=3.55, Synergy_Loewe=-1.19, Synergy_HSA=-1.10. (2) Drug 1: CCN(CC)CCCC(C)NC1=C2C=C(C=CC2=NC3=C1C=CC(=C3)Cl)OC. Drug 2: N.N.Cl[Pt+2]Cl. Cell line: HOP-92. Synergy scores: CSS=57.8, Synergy_ZIP=-2.56, Synergy_Bliss=-0.658, Synergy_Loewe=0.222, Synergy_HSA=3.69. (3) Drug 1: CC=C1C(=O)NC(C(=O)OC2CC(=O)NC(C(=O)NC(CSSCCC=C2)C(=O)N1)C(C)C)C(C)C. Drug 2: CC1=C(N=C(N=C1N)C(CC(=O)N)NCC(C(=O)N)N)C(=O)NC(C(C2=CN=CN2)OC3C(C(C(C(O3)CO)O)O)OC4C(C(C(C(O4)CO)O)OC(=O)N)O)C(=O)NC(C)C(C(C)C(=O)NC(C(C)O)C(=O)NCCC5=NC(=CS5)C6=NC(=CS6)C(=O)NCCC[S+](C)C)O. Cell line: UACC62. Synergy scores: CSS=75.9, Synergy_ZIP=-4.95, Synergy_Bliss=-0.457, Synergy_Loewe=0.202, Synergy_HSA=2.46. (4) Drug 1: CCC1=CC2CC(C3=C(CN(C2)C1)C4=CC=CC=C4N3)(C5=C(C=C6C(=C5)C78CCN9C7C(C=CC9)(C(C(C8N6C)(C(=O)OC)O)OC(=O)C)CC)OC)C(=O)OC.C(C(C(=O)O)O)(C(=O)O)O. Drug 2: C(CN)CNCCSP(=O)(O)O. Cell line: MALME-3M. Synergy scores: CSS=28.5, Synergy_ZIP=1.84, Synergy_Bliss=1.85, Synergy_Loewe=-29.4, Synergy_HSA=-0.803. (5) Drug 1: CN1C2=C(C=C(C=C2)N(CCCl)CCCl)N=C1CCCC(=O)O.Cl. Drug 2: CC1=C(C=C(C=C1)C(=O)NC2=CC(=CC(=C2)C(F)(F)F)N3C=C(N=C3)C)NC4=NC=CC(=N4)C5=CN=CC=C5. Cell line: LOX IMVI. Synergy scores: CSS=-3.95, Synergy_ZIP=1.65, Synergy_Bliss=2.51, Synergy_Loewe=-2.03, Synergy_HSA=-1.57. (6) Drug 1: C1=NC2=C(N=C(N=C2N1C3C(C(C(O3)CO)O)O)F)N. Drug 2: CC1CCC2CC(C(=CC=CC=CC(CC(C(=O)C(C(C(=CC(C(=O)CC(OC(=O)C3CCCCN3C(=O)C(=O)C1(O2)O)C(C)CC4CCC(C(C4)OC)OCCO)C)C)O)OC)C)C)C)OC. Cell line: OVCAR3. Synergy scores: CSS=5.88, Synergy_ZIP=-2.65, Synergy_Bliss=-1.81, Synergy_Loewe=0.0306, Synergy_HSA=-1.07.